This data is from Full USPTO retrosynthesis dataset with 1.9M reactions from patents (1976-2016). The task is: Predict the reactants needed to synthesize the given product. (1) Given the product [Br:1][C:15]1[C:11]([CH:10]([F:17])[F:9])=[N:12][N:13]([CH3:16])[CH:14]=1, predict the reactants needed to synthesize it. The reactants are: [Br:1]N1C(=O)CCC1=O.[F:9][CH:10]([F:17])[C:11]1[CH:15]=[CH:14][N:13]([CH3:16])[N:12]=1.FC(F)C1N(C)N=CC=1.O. (2) The reactants are: [CH2:1]([O:8][CH2:9][C:10]1([C:22]([O:24][CH2:25]C)=[O:23])[CH2:21][CH2:20][C:13]2(C(=O)CCC2=O)[CH2:12][CH2:11]1)[C:2]1[CH:7]=[CH:6][CH:5]=[CH:4][CH:3]=1.C(OCC1(C(OCC)=O)CCCCC1O)C1C=CC=CC=1.C(OCC1(C(OCC)=O)CCCCC1OC1CCCO1)C1C=CC=CC=1.C(OC(C1(COCC2C=CC=CC=2)CCC(F)(F)CC1)=O)C.COCC1(C(OCC)=O)CCCCC21OCCO2.COCC1(C(OCC)=O)CCCC(C)C1O.C(OC(OCC)C1(C(OCC)=O)CCCCC1)C.COC1CCCCC1(CCl)C(OC)=O. Given the product [CH2:1]([O:8][CH2:9][C:10]1([C:22]([O:24][CH3:25])=[O:23])[CH2:21][CH2:20][CH2:13][CH2:12][CH2:11]1)[C:2]1[CH:7]=[CH:6][CH:5]=[CH:4][CH:3]=1, predict the reactants needed to synthesize it. (3) Given the product [F:27][C:28]1[CH:29]=[CH:30][C:31]([CH2:32][N:33]2[CH2:37][CH2:36][N:35]([C:38]3[S:39][C:40]([C:44]([NH:10][CH3:9])=[O:45])=[C:41]([CH3:43])[N:42]=3)[C:34]2=[O:47])=[CH:48][CH:49]=1, predict the reactants needed to synthesize it. The reactants are: ClC1C=CC2SC=C([CH2:9][N:10]3CCN(C4SC(C(O)=O)=C(C)N=4)C3=O)C=2C=1.[F:27][C:28]1[CH:49]=[CH:48][C:31]([CH2:32][N:33]2[CH2:37][CH2:36][N:35]([C:38]3[S:39][C:40]([C:44](O)=[O:45])=[C:41]([CH3:43])[N:42]=3)[C:34]2=[O:47])=[CH:30][CH:29]=1.CN. (4) The reactants are: [N:1]1(N)[CH2:6][CH2:5][CH2:4][CH2:3][CH2:2]1.C1(=O)CCCCC1.[BH3-]C#N.[Na+].[NH2:19][C:20]1[S:21][CH:22]=[CH:23][N:24]=1.C1N=CN(C(N2C=NC=C2)=O)C=1.C1([N:43]([CH:54]2[CH2:59][CH2:58][CH2:57][CH2:56][CH2:55]2)[C:44](NC2SN=C(SC)N=2)=[O:45])CCCCC1. Given the product [CH:54]1([N:43]([N:1]2[CH2:6][CH2:5][CH2:4][CH2:3][CH2:2]2)[C:44]([NH:19][C:20]2[S:21][CH:22]=[CH:23][N:24]=2)=[O:45])[CH2:55][CH2:56][CH2:57][CH2:58][CH2:59]1, predict the reactants needed to synthesize it.